Predict the product of the given reaction. From a dataset of Forward reaction prediction with 1.9M reactions from USPTO patents (1976-2016). (1) Given the reactants [NH2:1][C:2]1[O:3][CH2:4][C@:5]2([C:19]3[C:14](=[N:15][CH:16]=[C:17]([C:20]#[C:21][C:22]([OH:25])([CH3:24])[CH3:23])[CH:18]=3)[O:13][C:12]3[C:7]2=[CH:8][C:9]([OH:26])=[CH:10][CH:11]=3)[N:6]=1.C(=O)([O-])[O-].[Cs+].[Cs+].CN(C=O)C.[F:38][C:39]([F:54])([C:50]([F:53])([F:52])[F:51])[C:40]([F:49])([F:48])[C:41]([F:47])([F:46])[S:42](F)(=[O:44])=[O:43], predict the reaction product. The product is: [F:47][C:41]([F:46])([S:42]([O:26][C:9]1[CH:8]=[C:7]2[C@@:5]3([CH2:4][O:3][C:2]([NH2:1])=[N:6]3)[C:19]3[C:14](=[N:15][CH:16]=[C:17]([C:20]#[C:21][C:22]([OH:25])([CH3:23])[CH3:24])[CH:18]=3)[O:13][C:12]2=[CH:11][CH:10]=1)(=[O:44])=[O:43])[C:40]([F:48])([F:49])[C:39]([F:54])([F:38])[C:50]([F:53])([F:52])[F:51]. (2) Given the reactants [CH:1]([C:4]1[CH:5]=[C:6]([OH:10])[CH:7]=[CH:8][CH:9]=1)([CH3:3])[CH3:2].[C:11]([O-])([O-])=O.[K+].[K+].IC, predict the reaction product. The product is: [CH:1]([C:4]1[CH:9]=[CH:8][CH:7]=[C:6]([O:10][CH3:11])[CH:5]=1)([CH3:3])[CH3:2]. (3) Given the reactants [C:1]([C:5]1[CH:6]=[C:7]([CH:23]=O)[C:8]([OH:22])=[C:9]([C:11]2[CH:16]=[CH:15][C:14]([C:17]([F:20])([F:19])[F:18])=[CH:13][C:12]=2[Cl:21])[CH:10]=1)([CH3:4])([CH3:3])[CH3:2].[C:25]([NH2:29])([CH3:28])([CH3:27])[CH3:26], predict the reaction product. The product is: [ClH:21].[C:1]([C:5]1[CH:10]=[C:9]([C:11]2[CH:16]=[CH:15][C:14]([C:17]([F:20])([F:18])[F:19])=[CH:13][C:12]=2[Cl:21])[C:8]([OH:22])=[C:7]([CH2:23][NH:29][C:25]([CH3:28])([CH3:27])[CH3:26])[CH:6]=1)([CH3:4])([CH3:3])[CH3:2]. (4) Given the reactants [CH3:1][C:2]1([CH3:14])[C:10](=[O:11])[C:9]2[C:4](=[CH:5][CH:6]=[C:7]([C:12]#[N:13])[CH:8]=2)[CH2:3]1.[BH4-].[Na+].Cl, predict the reaction product. The product is: [OH:11][CH:10]1[C:9]2[C:4](=[CH:5][CH:6]=[C:7]([C:12]#[N:13])[CH:8]=2)[CH2:3][C:2]1([CH3:14])[CH3:1]. (5) Given the reactants CCN(S(F)(F)[F:7])CC.[F:10][CH:11]([F:41])[O:12][C:13]1[CH:18]=[CH:17][CH:16]=[CH:15][C:14]=1[CH2:19][C:20]1[N:24]2[CH:25]=[C:26]([C:30]3[CH:31]=[N:32][C:33]([C:36](O)([CH3:38])[CH3:37])=[N:34][CH:35]=3)[C:27]([F:29])=[CH:28][C:23]2=[N:22][C:21]=1[CH3:40], predict the reaction product. The product is: [F:41][CH:11]([F:10])[O:12][C:13]1[CH:18]=[CH:17][CH:16]=[CH:15][C:14]=1[CH2:19][C:20]1[N:24]2[CH:25]=[C:26]([C:30]3[CH:31]=[N:32][C:33]([C:36]([F:7])([CH3:37])[CH3:38])=[N:34][CH:35]=3)[C:27]([F:29])=[CH:28][C:23]2=[N:22][C:21]=1[CH3:40]. (6) Given the reactants [N+:1]([C:4]1[CH:38]=[CH:37][C:7]([O:8][C:9]2[CH:10]=[C:11]([N:15]([CH2:23][C:24]3[CH:29]=[CH:28][CH:27]=[C:26]([O:30][C:31]([F:36])([F:35])[CH:32]([F:34])[F:33])[CH:25]=3)[CH2:16][CH:17]([OH:22])[C:18]([F:21])([F:20])[F:19])[CH:12]=[CH:13][CH:14]=2)=[CH:6][CH:5]=1)([O-])=O.[H][H], predict the reaction product. The product is: [NH2:1][C:4]1[CH:5]=[CH:6][C:7]([O:8][C:9]2[CH:10]=[C:11]([N:15]([CH2:23][C:24]3[CH:29]=[CH:28][CH:27]=[C:26]([O:30][C:31]([F:35])([F:36])[CH:32]([F:33])[F:34])[CH:25]=3)[CH2:16][CH:17]([OH:22])[C:18]([F:21])([F:20])[F:19])[CH:12]=[CH:13][CH:14]=2)=[CH:37][CH:38]=1.[F:19][C:18]([F:21])([F:20])[CH:17]([OH:22])[CH3:16]. (7) Given the reactants Br[CH2:2][C:3]1[N:8]([C:9]2[CH:14]=[CH:13][CH:12]=[C:11]([C:15]([F:18])([F:17])[F:16])[CH:10]=2)[C:7](=[O:19])[NH:6][C@H:5]([C:20]2[CH:25]=[CH:24][C:23]([C:26]#[N:27])=[CH:22][CH:21]=2)[C:4]=1[C:28](OCC)=[O:29].[CH3:33][NH:34][NH2:35], predict the reaction product. The product is: [CH3:33][N:34]1[CH2:2][C:3]2[N:8]([C:9]3[CH:14]=[CH:13][CH:12]=[C:11]([C:15]([F:17])([F:16])[F:18])[CH:10]=3)[C:7](=[O:19])[NH:6][C@H:5]([C:20]3[CH:25]=[CH:24][C:23]([C:26]#[N:27])=[CH:22][CH:21]=3)[C:4]=2[C:28](=[O:29])[NH:35]1. (8) The product is: [CH3:21][O:20][C:16]1[CH:15]=[C:14]2[C:19]([C:10]([C:3]3[N:4]=[C:5]([NH2:7])[NH:6][CH:2]=3)=[CH:11][C:12]([CH3:22])=[N:13]2)=[CH:18][CH:17]=1. Given the reactants Br[C:2]1[NH:6][C:5]([N+:7]([O-])=O)=[N:4][C:3]=1[C:10]1[C:19]2[C:14](=[CH:15][C:16]([O:20][CH3:21])=[CH:17][CH:18]=2)[N:13]=[C:12]([CH3:22])[CH:11]=1, predict the reaction product. (9) Given the reactants [C:1]([O:5][C:6](=[O:31])[NH:7][CH:8]1[CH2:13][CH2:12][CH:11]([NH:14][C:15]2[C:16]3[N:17]([C:21]([C:24]4[CH:29]=[CH:28][CH:27]=[C:26](Br)[N:25]=4)=[CH:22][N:23]=3)[CH:18]=[CH:19][N:20]=2)[CH2:10][CH2:9]1)([CH3:4])([CH3:3])[CH3:2].[C:32]([O:36][C:37](=[O:48])[NH:38][CH2:39][CH:40]([NH2:47])[C:41]1[CH:46]=[CH:45][CH:44]=[CH:43][CH:42]=1)([CH3:35])([CH3:34])[CH3:33].CN(C1C(C2C(P(C3CCCCC3)C3CCCCC3)=CC=CC=2)=CC=CC=1)C.C([O-])([O-])=O.[K+].[K+], predict the reaction product. The product is: [C:1]([O:5][C:6](=[O:31])[NH:7][CH:8]1[CH2:13][CH2:12][CH:11]([NH:14][C:15]2[C:16]3[N:17]([C:21]([C:24]4[CH:29]=[CH:28][CH:27]=[C:26]([NH:47][CH:40]([C:41]5[CH:46]=[CH:45][CH:44]=[CH:43][CH:42]=5)[CH2:39][NH:38][C:37]([O:36][C:32]([CH3:35])([CH3:33])[CH3:34])=[O:48])[N:25]=4)=[CH:22][N:23]=3)[CH:18]=[CH:19][N:20]=2)[CH2:10][CH2:9]1)([CH3:4])([CH3:3])[CH3:2].